Dataset: Reaction yield outcomes from USPTO patents with 853,638 reactions. Task: Predict the reaction yield, written as a fraction of the theoretical maximum amount of product (1.0 means a 100% yield; for example, 0.34 means a 34% yield). (1) The reactants are [C:1]([C:5]1[C:13]2[C:8](=[CH:9][CH:10]=[C:11]([N+:14]([O-])=O)[CH:12]=2)[NH:7][CH:6]=1)([CH3:4])([CH3:3])[CH3:2]. The catalyst is CO.[Ni]. The product is [C:1]([C:5]1[C:13]2[C:8](=[CH:9][CH:10]=[C:11]([NH2:14])[CH:12]=2)[NH:7][CH:6]=1)([CH3:4])([CH3:2])[CH3:3]. The yield is 0.190. (2) The reactants are C=C[C@@H]1[C@@H]2C[C@H]([C@@H:11]([OH:22])[C:12]3C=CN=C4C=CC=CC=34)N(CC2)C1.N1C=CC=CC=1.[CH3:29][NH:30][C:31]([C:33]1[CH:42]=[CH:41][C:40]2[C:35](=[CH:36][CH:37]=[C:38]([C:43]([C:45]3[N:46]=[CH:47][N:48]([C:50]([C:63]4[CH:68]=[CH:67][CH:66]=[CH:65][CH:64]=4)([C:57]4[CH:62]=[CH:61][CH:60]=[CH:59][CH:58]=4)[C:51]4[CH:56]=[CH:55][CH:54]=[CH:53][CH:52]=4)[CH:49]=3)=[O:44])[CH:39]=2)[CH:34]=1)=[O:32].Cl.C[O:71][CH:72]1CCC[CH2:73]1. The catalyst is C(OCC)(=O)C.C1COCC1. The product is [OH:44][C@@:43]([C:38]1[CH:37]=[CH:36][C:35]2[C:40](=[CH:41][CH:42]=[C:33]([C:31]([NH:30][CH3:29])=[O:32])[CH:34]=2)[CH:39]=1)([C:45]1[N:46]=[CH:47][N:48]([C:50]([C:51]2[CH:56]=[CH:55][CH:54]=[CH:53][CH:52]=2)([C:57]2[CH:58]=[CH:59][CH:60]=[CH:61][CH:62]=2)[C:63]2[CH:68]=[CH:67][CH:66]=[CH:65][CH:64]=2)[CH:49]=1)[CH2:73][C:72]([O:22][CH2:11][CH3:12])=[O:71]. The yield is 0.930. (3) The reactants are [Cl:1][C:2]1[CH:15]=[CH:14][C:5]2[S:6][C:7]([S:10](Cl)(=[O:12])=[O:11])=[C:8]([CH3:9])[C:4]=2[CH:3]=1.[NH2:16][C:17]1[CH:25]=[CH:24][CH:23]=[C:22]2[C:18]=1[C:19](CCN(C)C)=[CH:20][NH:21]2.[CH2:31]([N:33]([CH:37](C)C)[CH:34](C)C)[CH3:32]. The catalyst is CN(C)C=O. The product is [CH3:34][N:33]([CH3:37])[CH2:31][CH2:32][N:21]1[C:22]2[C:18](=[C:17]([NH:16][S:10]([C:7]3[S:6][C:5]4[CH:14]=[CH:15][C:2]([Cl:1])=[CH:3][C:4]=4[C:8]=3[CH3:9])(=[O:12])=[O:11])[CH:25]=[CH:24][CH:23]=2)[CH:19]=[CH:20]1. The yield is 0.420. (4) The reactants are [CH3:1][N:2]1[C:6]([C:7]2[CH:12]=[CH:11][C:10]([NH:13][CH:14]=O)=[C:9]([O:16][CH3:17])[CH:8]=2)=[CH:5][N:4]=[C:3]1[CH3:18].[H-].[Na+].[CH3:21][N:22]1[CH:26]=[C:25]([C:27]2[C:32]3[N:33]=C(S(C)(=O)=O)[N:35]=[CH:36][C:31]=3[CH:30]=[CH:29][N:28]=2)[CH:24]=[N:23]1.[OH-].[Na+]. The catalyst is C1COCC1.CO. The product is [CH3:1][N:2]1[C:6]([C:7]2[CH:12]=[CH:11][C:10]([NH:13][C:14]3[N:35]=[CH:36][C:31]4[CH:30]=[CH:29][N:28]=[C:27]([C:25]5[CH:24]=[N:23][N:22]([CH3:21])[CH:26]=5)[C:32]=4[N:33]=3)=[C:9]([O:16][CH3:17])[CH:8]=2)=[CH:5][N:4]=[C:3]1[CH3:18]. The yield is 0.140. (5) The yield is 0.840. The product is [CH:6]([C:5]1[CH:4]=[C:3]([N+:10]([O-:12])=[O:11])[C:2]([C:20]2[CH:25]=[CH:24][C:23]([C:13]([OH:14])=[O:16])=[CH:22][CH:21]=2)=[CH:9][CH:8]=1)=[O:7]. The catalyst is [Pd].O.C(O)CO. The reactants are Cl[C:2]1[CH:9]=[CH:8][C:5]([CH:6]=[O:7])=[CH:4][C:3]=1[N+:10]([O-:12])=[O:11].[C:13](=[O:16])([O-])[O-:14].[Na+].[Na+].[Cl-].[CH:20]1[CH:25]=[C:24](S([O-])(=O)=O)[CH:23]=[C:22](P([C:20]2[CH:25]=[CH:24][CH:23]=[C:22](S([O-])(=O)=O)[CH:21]=2)[C:20]2[CH:25]=[CH:24][CH:23]=[C:22](S([O-])(=O)=O)[CH:21]=2)[CH:21]=1.[Na+].[Na+].[Na+].Cl.